Predict the reactants needed to synthesize the given product. From a dataset of Full USPTO retrosynthesis dataset with 1.9M reactions from patents (1976-2016). (1) Given the product [Cl:1][C:2]1[CH:7]=[C:6]([Cl:8])[CH:5]=[CH:4][C:3]=1[N:9]1[C:17]2[N:16]=[C:15]([CH2:18][CH3:19])[N:14]([CH:32]([CH2:36][CH:37]=[CH2:38])[CH2:33][CH:34]=[CH2:35])[C:13]=2[C:12](=[O:20])[N:11]([CH3:21])[CH2:10]1, predict the reactants needed to synthesize it. The reactants are: [Cl:1][C:2]1[CH:7]=[C:6]([Cl:8])[CH:5]=[CH:4][C:3]=1[N:9]1[C:17]2[N:16]=[C:15]([CH2:18][CH3:19])[NH:14][C:13]=2[C:12](=[O:20])[N:11]([CH3:21])[CH2:10]1.C([O-])([O-])=O.[K+].[K+].CS([CH:32]([CH2:36][CH:37]=[CH2:38])[CH2:33][CH:34]=[CH2:35])(=O)=O.CCOCC. (2) Given the product [Cl:1][C:2]1[CH:3]=[CH:4][CH:5]=[C:6]2[C:11]=1[C:10]([C:12]([OH:35])=[O:13])=[N:9][C:8]([C@@H:14]([NH:16][C:17]1[N:25]=[CH:24][N:23]=[C:22]3[C:18]=1[N:19]=[CH:20][N:21]3[CH2:26][C:27]1[CH:28]=[CH:29][C:30]([O:33][CH3:34])=[CH:31][CH:32]=1)[CH3:15])=[CH:7]2, predict the reactants needed to synthesize it. The reactants are: [Cl:1][C:2]1[CH:3]=[CH:4][CH:5]=[C:6]2[C:11]=1[C:10]([CH:12]=[O:13])=[N:9][C:8]([C@@H:14]([NH:16][C:17]1[N:25]=[CH:24][N:23]=[C:22]3[C:18]=1[N:19]=[CH:20][N:21]3[CH2:26][C:27]1[CH:32]=[CH:31][C:30]([O:33][CH3:34])=[CH:29][CH:28]=1)[CH3:15])=[CH:7]2.[OH:35]OS([O-])=O.[K+].O.[OH-].[NH4+]. (3) The reactants are: [N+:1]([C:4]1[CH:5]=[C:6]2[CH:15]=[C:14]([N+:16]([O-])=O)[CH:13]=[C:12]3[C:7]2=[C:8]([CH:27]=1)[C:9](=[O:26])[N:10]([CH2:20][CH2:21][CH2:22][C:23]([OH:25])=[O:24])[C:11]3=[O:19])([O-])=O. Given the product [NH2:1][C:4]1[CH:5]=[C:6]2[CH:15]=[C:14]([NH2:16])[CH:13]=[C:12]3[C:7]2=[C:8]([CH:27]=1)[C:9](=[O:26])[N:10]([CH2:20][CH2:21][CH2:22][C:23]([OH:25])=[O:24])[C:11]3=[O:19], predict the reactants needed to synthesize it.